This data is from Peptide-MHC class II binding affinity with 134,281 pairs from IEDB. The task is: Regression. Given a peptide amino acid sequence and an MHC pseudo amino acid sequence, predict their binding affinity value. This is MHC class II binding data. (1) The peptide sequence is LSFAAALNGLAGPLH. The MHC is DRB1_1101 with pseudo-sequence DRB1_1101. The binding affinity (normalized) is 0.597. (2) The peptide sequence is WEQIFSTWLLKPGAG. The MHC is HLA-DQA10101-DQB10501 with pseudo-sequence HLA-DQA10101-DQB10501. The binding affinity (normalized) is 0.132. (3) The peptide sequence is AAAAPAAVGAAVGGT. The MHC is HLA-DQA10501-DQB10301 with pseudo-sequence HLA-DQA10501-DQB10301. The binding affinity (normalized) is 0.700. (4) The peptide sequence is VQKGSDPKKLVLN. The MHC is DRB1_1101 with pseudo-sequence DRB1_1101. The binding affinity (normalized) is 0.168. (5) The peptide sequence is PADKYRTFVATFGAA. The MHC is HLA-DQA10301-DQB10302 with pseudo-sequence HLA-DQA10301-DQB10302. The binding affinity (normalized) is 0.376. (6) The peptide sequence is GAQSKSSLLHAINHP. The MHC is H-2-IAb with pseudo-sequence H-2-IAb. The binding affinity (normalized) is 0.109.